Dataset: Reaction yield outcomes from USPTO patents with 853,638 reactions. Task: Predict the reaction yield, written as a fraction of the theoretical maximum amount of product (1.0 means a 100% yield; for example, 0.34 means a 34% yield). (1) The reactants are [CH3:1][O:2][C:3]1[C:4]([C:11]([O:13]CC)=[O:12])=[N:5][CH:6]=[C:7]([O:9][CH3:10])[N:8]=1.[OH-].[K+]. The catalyst is CO. The product is [CH3:1][O:2][C:3]1[C:4]([C:11]([OH:13])=[O:12])=[N:5][CH:6]=[C:7]([O:9][CH3:10])[N:8]=1. The yield is 0.960. (2) The reactants are Br[C:2]1([CH:9]=[CH:8][CH:7]=[CH:6][CH2:5]1)[CH:3]=[O:4].C(=O)([O-])[O-].[Na+].[Na+].[N:16]1[CH:21]=[CH:20][CH:19]=[C:18](B(O)O)[CH:17]=1.C1(P(C2C=CC=CC=2)C2C=CC=CC=2)C=CC=CC=1. The catalyst is CN(C)C=O.O.C([O-])(=O)C.[Pd+2].C([O-])(=O)C. The product is [N:16]1[CH:21]=[CH:20][CH:19]=[C:18]([C:5]2[CH:6]=[CH:7][CH:8]=[CH:9][C:2]=2[CH:3]=[O:4])[CH:17]=1. The yield is 0.640. (3) The reactants are [CH3:1][C:2]1[CH:7]=[CH:6][C:5]([N:8]2[C:12]([CH3:14])([CH3:13])[C:11](=N)[N:10]([C:16]3[CH:23]=[CH:22][C:19]([C:20]#[N:21])=[C:18]([C:24]([F:27])([F:26])[F:25])[CH:17]=3)[C:9]2=[S:28])=[CH:4][CH:3]=1.C[OH:30].O. The catalyst is Cl. The product is [CH3:1][C:2]1[CH:7]=[CH:6][C:5]([N:8]2[C:12]([CH3:14])([CH3:13])[C:11](=[O:30])[N:10]([C:16]3[CH:23]=[CH:22][C:19]([C:20]#[N:21])=[C:18]([C:24]([F:27])([F:26])[F:25])[CH:17]=3)[C:9]2=[S:28])=[CH:4][CH:3]=1. The yield is 0.980. (4) The reactants are Cl[CH2:2][C:3]1[C:8]2[C:9]([O:31][CH3:32])=[N:10][N:11]([C:12]([C:25]3[CH:30]=[CH:29][CH:28]=[CH:27][CH:26]=3)([C:19]3[CH:24]=[CH:23][CH:22]=[CH:21][CH:20]=3)[C:13]3[CH:18]=[CH:17][CH:16]=[CH:15][CH:14]=3)[C:7]=2[CH:6]=[C:5]([NH:33][C:34]([NH:36][C@H:37]([C:39]2[CH:44]=[CH:43][CH:42]=[CH:41][CH:40]=2)[CH3:38])=[O:35])[N:4]=1.[H-].[Na+].CC[O:49]C(C)=O.O.[CH2:54]1C[O:57][CH2:56][CH2:55]1. No catalyst specified. The product is [OH:49][CH:55]([CH3:54])[CH2:56][O:57][CH2:2][C:3]1[C:8]2[C:9]([O:31][CH3:32])=[N:10][N:11]([C:12]([C:25]3[CH:30]=[CH:29][CH:28]=[CH:27][CH:26]=3)([C:19]3[CH:24]=[CH:23][CH:22]=[CH:21][CH:20]=3)[C:13]3[CH:18]=[CH:17][CH:16]=[CH:15][CH:14]=3)[C:7]=2[CH:6]=[C:5]([NH:33][C:34]([NH:36][C@H:37]([C:39]2[CH:44]=[CH:43][CH:42]=[CH:41][CH:40]=2)[CH3:38])=[O:35])[N:4]=1. The yield is 1.00. (5) The reactants are [NH2:1][C:2]1[N:10]=[C:9]2[C:5]([N:6]=[CH:7][N:8]2[CH:11]2[CH:15]([O:16]C(=O)C3C=CC=CC=3)[CH2:14][CH:13]([CH:25]=[CH:26][P:27]([OH:30])([OH:29])=[O:28])[O:12]2)=[C:4](Br)[N:3]=1.[CH3:32][NH2:33]. The catalyst is O. The product is [NH2:1][C:2]1[N:10]=[C:9]2[C:5]([N:6]=[CH:7][N:8]2[CH:11]2[O:12][CH:13]([CH:25]=[CH:26][P:27](=[O:28])([OH:30])[OH:29])[CH2:14][CH:15]2[OH:16])=[C:4]([NH:33][CH3:32])[N:3]=1. The yield is 0.350. (6) The reactants are [C:1]12([NH2:11])[CH2:10][CH:5]3[CH2:6][CH:7]([CH2:9][CH:3]([CH2:4]3)[CH2:2]1)[CH2:8]2.[OH:12][C:13]1[CH:14]=[C:15]([CH:18]=[CH:19][CH:20]=1)[CH:16]=O. No catalyst specified. The product is [C:1]12([NH:11][CH2:16][C:15]3[CH:14]=[C:13]([OH:12])[CH:20]=[CH:19][CH:18]=3)[CH2:8][CH:7]3[CH2:6][CH:5]([CH2:4][CH:3]([CH2:9]3)[CH2:2]1)[CH2:10]2. The yield is 0.750. (7) The reactants are [I:1][C:2]1[CH:7]=[CH:6][C:5]([N:8]2[CH:12]=[N:11][C:10]([C:13]([O:15]C)=[O:14])=[N:9]2)=[CH:4][CH:3]=1.[OH-].[Na+].Cl. The catalyst is CO.C1COCC1. The product is [I:1][C:2]1[CH:7]=[CH:6][C:5]([N:8]2[CH:12]=[N:11][C:10]([C:13]([OH:15])=[O:14])=[N:9]2)=[CH:4][CH:3]=1. The yield is 0.860.